From a dataset of Forward reaction prediction with 1.9M reactions from USPTO patents (1976-2016). Predict the product of the given reaction. (1) The product is: [CH:30]1[C:39]2[C:34](=[CH:35][CH:36]=[CH:37][CH:38]=2)[CH:33]=[CH:32][C:31]=1[C:40]([NH:1][C:2]1[CH:7]=[CH:6][C:5]([N:8]2[CH2:9][CH2:10][N:11]([C:14](=[O:29])[CH2:15][CH2:16][C:17]([C:19]3[CH:20]=[CH:21][C:22]([O:25][C:26](=[O:28])[CH3:27])=[CH:23][CH:24]=3)=[O:18])[CH2:12][CH2:13]2)=[CH:4][CH:3]=1)=[O:41]. Given the reactants [NH2:1][C:2]1[CH:7]=[CH:6][C:5]([N:8]2[CH2:13][CH2:12][N:11]([C:14](=[O:29])[CH2:15][CH2:16][C:17]([C:19]3[CH:24]=[CH:23][C:22]([O:25][C:26](=[O:28])[CH3:27])=[CH:21][CH:20]=3)=[O:18])[CH2:10][CH2:9]2)=[CH:4][CH:3]=1.[CH:30]1[C:39]2[C:34](=[CH:35][CH:36]=[CH:37][CH:38]=2)[CH:33]=[CH:32][C:31]=1[C:40](O)=[O:41].C1CN([P+](ON2N=NC3C=CC=CC2=3)(N2CCCC2)N2CCCC2)CC1.F[P-](F)(F)(F)(F)F.C(N(C(C)C)C(C)C)C, predict the reaction product. (2) Given the reactants FC(F)(F)S(O[C:7]1[C:8]([C:18](=[O:20])[CH3:19])=[CH:9][C:10]([Cl:17])=[C:11]2[C:16]=1[N:15]=[CH:14][CH:13]=[CH:12]2)(=O)=O.Cl.[CH3:24][CH:25]([CH3:34])[C:26]([NH:28][C@H:29]1[CH2:33][CH2:32][NH:31][CH2:30]1)=[O:27].C(=O)([O-])[O-].[Cs+].[Cs+], predict the reaction product. The product is: [C:18]([C:8]1[C:7]([N:31]2[CH2:32][CH2:33][C@H:29]([NH:28][C:26](=[O:27])[CH:25]([CH3:24])[CH3:34])[CH2:30]2)=[C:16]2[C:11]([CH:12]=[CH:13][CH:14]=[N:15]2)=[C:10]([Cl:17])[CH:9]=1)(=[O:20])[CH3:19]. (3) Given the reactants [NH2:1][C:2]1[C:7]2[C:8](=[O:32])[N:9]([C:13]3[CH:18]=[C:17]([CH3:19])[C:16]([C:20]4[C:21](C)=[N:22][N:23]([CH2:25][C:26]([F:29])([F:28])[CH3:27])[CH:24]=4)=[C:15]([CH3:31])[CH:14]=3)CCO[C:6]=2[N:5]=[CH:4][N:3]=1.B1(B2OC(C)(C)C(C)(C)O2)OC(C)(C)[C:35](C)(C)O1.[CH3:51][C:52]([O-:54])=O.[K+], predict the reaction product. The product is: [NH2:1][C:2]1[C:7]2[C:8](=[O:32])[N:9]([C:13]3[CH:18]=[C:17]([CH3:19])[C:16]([C:20]4[CH:21]=[N:22][N:23]([CH2:25][C:26]([F:29])([F:28])[CH3:27])[C:24]=4[CH3:35])=[C:15]([CH3:31])[CH:14]=3)[CH2:51][CH2:52][O:54][C:6]=2[N:5]=[CH:4][N:3]=1. (4) Given the reactants [NH2:1][C:2]1[N:34]=[C:5]2[N:6]([C:24]3[CH:29]=[CH:28][CH:27]=[C:26]([C:30]([F:33])([F:32])[F:31])[CH:25]=3)[C:7]([CH3:23])=[C:8]([C:18]([O:20][CH2:21][CH3:22])=[O:19])[CH:9]([C:10]3[CH:15]=[CH:14][C:13]([C:16]#[N:17])=[CH:12][CH:11]=3)[N:4]2[N:3]=1.Cl[C:36]([O:38][CH2:39][C:40]1[CH:45]=[CH:44][CH:43]=[CH:42][CH:41]=1)=[O:37], predict the reaction product. The product is: [CH2:39]([O:38][C:36]([NH:1][C:2]1[N:34]=[C:5]2[N:6]([C:24]3[CH:29]=[CH:28][CH:27]=[C:26]([C:30]([F:31])([F:33])[F:32])[CH:25]=3)[C:7]([CH3:23])=[C:8]([C:18]([O:20][CH2:21][CH3:22])=[O:19])[CH:9]([C:10]3[CH:15]=[CH:14][C:13]([C:16]#[N:17])=[CH:12][CH:11]=3)[N:4]2[N:3]=1)=[O:37])[C:40]1[CH:45]=[CH:44][CH:43]=[CH:42][CH:41]=1. (5) Given the reactants [CH3:1][CH:2]([CH3:31])[CH2:3][C:4]([C:21]1[CH:30]=[CH:29][C:24]([C:25]([O:27]C)=[O:26])=[CH:23][CH:22]=1)=[CH:5][C:6]1[CH:11]=[CH:10][C:9]([N:12]2[CH:16]=[C:15]([C:17]([F:20])([F:19])[F:18])[CH:14]=[N:13]2)=[CH:8][CH:7]=1.[OH-].[Na+], predict the reaction product. The product is: [CH3:1][CH:2]([CH3:31])[CH2:3][C:4]([C:21]1[CH:22]=[CH:23][C:24]([C:25]([OH:27])=[O:26])=[CH:29][CH:30]=1)=[CH:5][C:6]1[CH:7]=[CH:8][C:9]([N:12]2[CH:16]=[C:15]([C:17]([F:20])([F:18])[F:19])[CH:14]=[N:13]2)=[CH:10][CH:11]=1. (6) Given the reactants C[O-].[Na+].S(O)(O)(=O)=O.[NH2:9][C:10]1[NH:11][CH:12]=[CH:13][N:14]=1.[NH2:9][C:10]1[NH:11][CH:12]=[CH:13][N:14]=1.C(O[CH:24](OCC)[CH2:25][C:26](=O)[C:27]([O:30]C(=O)C)([CH3:29])[CH3:28])C, predict the reaction product. The product is: [N:11]1[CH:12]=[CH:13][N:14]2[CH:24]=[CH:25][C:26]([C:27]([OH:30])([CH3:29])[CH3:28])=[N:9][C:10]=12.